The task is: Predict the product of the given reaction.. This data is from Forward reaction prediction with 1.9M reactions from USPTO patents (1976-2016). (1) Given the reactants CC1(C)C(C)(C)OB([C:9]2[CH:10]=[C:11]([C:15]3([C:18]([O:20][CH2:21][CH3:22])=[O:19])[CH2:17][CH2:16]3)[CH:12]=[CH:13][CH:14]=2)O1.Br[C:25]1[CH:30]=[CH:29][C:28]([N:31]2[C:35]([NH:36][C:37](=[O:47])[O:38][C@@H:39]([C:41]3[CH:46]=[CH:45][CH:44]=[CH:43][CH:42]=3)[CH3:40])=[C:34]([CH3:48])[N:33]=[N:32]2)=[CH:27][CH:26]=1.C1(P(C2CCCCC2)C2C=CC=CC=2C2C(OC)=CC=CC=2OC)CCCCC1.P([O-])([O-])([O-])=O.[K+].[K+].[K+], predict the reaction product. The product is: [CH2:21]([O:20][C:18]([C:15]1([C:11]2[CH:10]=[C:9]([C:25]3[CH:26]=[CH:27][C:28]([N:31]4[C:35]([NH:36][C:37]([O:38][C@@H:39]([C:41]5[CH:46]=[CH:45][CH:44]=[CH:43][CH:42]=5)[CH3:40])=[O:47])=[C:34]([CH3:48])[N:33]=[N:32]4)=[CH:29][CH:30]=3)[CH:14]=[CH:13][CH:12]=2)[CH2:16][CH2:17]1)=[O:19])[CH3:22]. (2) Given the reactants C[O:2][C:3](=[O:28])[C:4]1[CH:9]=[C:8]([C:10]([F:13])([F:12])[F:11])[CH:7]=[C:6]([N:14]([CH2:25][CH:26]=[CH2:27])[C:15]([O:17][CH2:18][C:19]2[CH:24]=[CH:23][CH:22]=[CH:21][CH:20]=2)=[O:16])[CH:5]=1.[Li+].[OH-], predict the reaction product. The product is: [CH2:25]([N:14]([C:15]([O:17][CH2:18][C:19]1[CH:20]=[CH:21][CH:22]=[CH:23][CH:24]=1)=[O:16])[C:6]1[CH:5]=[C:4]([CH:9]=[C:8]([C:10]([F:12])([F:13])[F:11])[CH:7]=1)[C:3]([OH:28])=[O:2])[CH:26]=[CH2:27]. (3) Given the reactants BrC1C=CC(Cl)=C(CO[C:10]2[CH:15]=[CH:14][C:13]3[C:16]4([CH2:31]O[C:12]=3[CH:11]=2)[CH2:21]CN(CCC(OC(C)(C)C)=O)CC4)C=1.[F:34][CH:35]1[C:37]([F:41])([B:38]([O-:40])[O-:39])[C:36]1([F:48])[C:42]1[CH:47]=[CH:46][CH:45]=[CH:44][CH:43]=1.[K+:49].[K+].C(=O)([O-])[O-].[Cs+].[Cs+].[B:57]1(/C=C/C2C=CC=CC=2)[O:61][C:60]([CH3:63])([CH3:62])[C:59]([CH3:65])([CH3:64])[O:58]1, predict the reaction product. The product is: [F:34][CH:35]1[C:37]([F:41])([B:38]([O-:39])[O-:40])[C:36]1([F:48])[C:42]1[CH:47]=[CH:46][CH:45]=[CH:44][CH:43]=1.[K+:49].[K+:49].[CH3:64][C:59]1([CH3:65])[C:60]([CH3:63])([CH3:62])[O:61][B:57]([CH:31]2[CH2:21][CH:16]2[C:13]2[CH:12]=[CH:11][CH:10]=[CH:15][CH:14]=2)[O:58]1. (4) Given the reactants [F:1][C:2]1([F:14])[CH2:7][CH2:6][CH:5]([C:8](N(OC)C)=[O:9])[CH2:4][CH2:3]1.[H-].C([Al+]CC(C)C)C(C)C.C1(C)C=CC=CC=1.Cl, predict the reaction product. The product is: [F:1][C:2]1([F:14])[CH2:7][CH2:6][CH:5]([CH:8]=[O:9])[CH2:4][CH2:3]1. (5) Given the reactants Cl.C([O:4][C:5]([C:7]1[C:8](=[O:21])[N:9]([CH3:20])[C:10]2[C:15]([C:16]=1[OH:17])=[C:14]([O:18][CH3:19])[CH:13]=[CH:12][CH:11]=2)=[O:6])C, predict the reaction product. The product is: [OH:17][C:16]1[C:15]2[C:10](=[CH:11][CH:12]=[CH:13][C:14]=2[O:18][CH3:19])[N:9]([CH3:20])[C:8](=[O:21])[C:7]=1[C:5]([OH:6])=[O:4].